From a dataset of Full USPTO retrosynthesis dataset with 1.9M reactions from patents (1976-2016). Predict the reactants needed to synthesize the given product. (1) Given the product [CH:14]([C:16]1[CH:23]=[CH:22][C:19]([CH2:20][N:2]([CH3:1])[CH2:3][C@@H:4]([C@H:6]([C@@H:8]([C@@H:10]([CH2:12][OH:13])[OH:11])[OH:9])[OH:7])[OH:5])=[CH:18][CH:17]=1)=[CH2:15], predict the reactants needed to synthesize it. The reactants are: [CH3:1][NH:2][CH2:3][C@@H:4]([C@H:6]([C@@H:8]([C@@H:10]([CH2:12][OH:13])[OH:11])[OH:9])[OH:7])[OH:5].[CH:14]([C:16]1[CH:23]=[CH:22][C:19]([CH2:20]Cl)=[CH:18][CH:17]=1)=[CH2:15].C(=O)([O-])[O-].[Na+].[Na+]. (2) Given the product [OH:4][CH2:5][C:6]1[NH:7][C:8](=[O:32])[C:9]2[S:14][C:13]([N:15]3[CH2:16][CH2:17][CH:18]([O:21][C:22]4[CH:27]=[CH:26][CH:25]=[CH:24][C:23]=4[C:28]([F:29])([F:31])[F:30])[CH2:19][CH2:20]3)=[N:12][C:10]=2[N:11]=1, predict the reactants needed to synthesize it. The reactants are: C([O:4][CH2:5][C:6]1[NH:7][C:8](=[O:32])[C:9]2[S:14][C:13]([N:15]3[CH2:20][CH2:19][CH:18]([O:21][C:22]4[CH:27]=[CH:26][CH:25]=[CH:24][C:23]=4[C:28]([F:31])([F:30])[F:29])[CH2:17][CH2:16]3)=[N:12][C:10]=2[N:11]=1)(=O)C.[O-]CC.[Na+].